From a dataset of Full USPTO retrosynthesis dataset with 1.9M reactions from patents (1976-2016). Predict the reactants needed to synthesize the given product. (1) Given the product [O:1]=[C:2]1[CH2:11][CH2:10][CH2:9][C:8]2[CH:7]=[C:6]([C:12]([NH:14][S:24]([CH3:23])(=[O:26])=[O:25])=[O:13])[CH:5]=[CH:4][C:3]1=2, predict the reactants needed to synthesize it. The reactants are: [O:1]=[C:2]1[CH2:11][CH2:10][CH2:9][C:8]2[CH:7]=[C:6]([C:12]([NH2:14])=[O:13])[CH:5]=[CH:4][C:3]1=2.C([O-])([O-])=O.[K+].[K+].[OH-].[K+].[CH3:23][S:24](Cl)(=[O:26])=[O:25]. (2) Given the product [N:33]1([CH2:32][C:31]2[CH:30]=[CH:29][C:28]([C:9]3[N:8]([CH2:12][O:13][CH2:14][CH2:15][Si:16]([CH3:19])([CH3:18])[CH3:17])[C:4]4[N:5]=[CH:6][N:7]=[C:2]([Cl:1])[C:3]=4[CH:10]=3)=[CH:39][CH:38]=2)[CH:37]=[CH:36][N:35]=[CH:34]1, predict the reactants needed to synthesize it. The reactants are: [Cl:1][C:2]1[C:3]2[CH:10]=[C:9](I)[N:8]([CH2:12][O:13][CH2:14][CH2:15][Si:16]([CH3:19])([CH3:18])[CH3:17])[C:4]=2[N:5]=[CH:6][N:7]=1.CC1(C)C(C)(C)OB([C:28]2[CH:39]=[CH:38][C:31]([CH2:32][N:33]3[CH:37]=[CH:36][N:35]=[CH:34]3)=[CH:30][CH:29]=2)O1.C([O-])([O-])=O.[Na+].[Na+].O1CCC(OC2C=CC(B3OC(C)(C)C(C)(C)O3)=CC=2C#N)CC1.